This data is from Drug-target binding data from BindingDB using IC50 measurements. The task is: Regression. Given a target protein amino acid sequence and a drug SMILES string, predict the binding affinity score between them. We predict pIC50 (pIC50 = -log10(IC50 in M); higher means more potent). Dataset: bindingdb_ic50. (1) The target protein (Q6TGC4) has sequence MVSVEGRAMSFQSIIHLSLDSPVHAVCVLGTEICLDLSGCAPQKCQCFTIHGSGRVLIDVANTVISEKEDATIWWPLSDPTYATVKMTSPSPSVDADKVSVTYYGPNEDAPVGTAVLYLTGIEVSLEVDIYRNGQVEMSSDKQAKKKWIWGPSGWGAILLVNCNPADVGQQLEDKKTKKVIFSEEITNLSQMTLNVQGPSCILKKYRLVLHTSKEESKKARVYWPQKDNSSTFELVLGPDQHAYTLALLGNHLKETFYVEAIAFPSAEFSGLISYSVSLVEESQDPSIPETVLYKDTVVFRVAPCVFIPCTQVPLEVYLCRELQLQGFVDTVTKLSEKSNSQVASVYEDPNRLGRWLQDEMAFCYTQAPHKTTSLILDTPQAADLDEFPMKYSLSPGIGYMIQDTEDHKVASMDSIGNLMVSPPVKVQGKEYPLGRVLIGSSFYPSAEGRAMSKTLRDFLYAQQVQAPVELYSDWLMTGHVDEFMCFIPTDDKNEGKKGF.... The small molecule is CN(C)c1ccc2cc(C(=O)N[C@@H](CCCNC(=N)CCl)C(=O)NCc3ccccc3)ccc2c1. The pIC50 is 5.5. (2) The small molecule is NC(=O)Cc1ccccc1CCc1nc(Nc2ccc(C3CCNCC3)cc2OC(F)(F)F)ncc1C(F)(F)F. The target protein sequence is CNMRRPAHADIKTGYLSIIMDPGEVPLEEQCEYLSYDASQWEFPRERLHLGRVLGYGAFGKVVEASAFGIHKGSSCDTVAVKMLKEGATASEHRALMSELKILIHIGNHLNVVNLLGACTKPQGPLMVIVEFCKYGNLSNFLRAKRDAFSPCAEKSPEQRGRFRAMVELARLDRRRPGSSDRVLFARFSKTEGGARRASPDQEAEDLWLSPLTMEDLVCYSFQVARGMEFLASRKCIHRDLAARNILLSESDVVKICDFGLARDIYKDPDYVRKGSARLPLKWMAPESIFDKVYTTQSDVWSFGVLLWEIFSLGASPYPGVQINEEFCQRLRDGTRMRAPELATPAIRRIMLNCWSGDPKARPAFSELVEILGDLLQGRGLQEEEEVCMAPRSSQSSEEGSFSQVSTMALHIAQADAEDSPPSLQRHSLAARYYNWVSFPGCLARGAETRGSSRMKTFEEFPMTPTTYKGSVDNQTDSGMVLASEEFEQIE. The pIC50 is 4.2. (3) The small molecule is COc1ccccc1OCCNCC(O)COc1cccc2[nH]c3ccccc3c12. The target protein (P57789) has sequence MFFLYTDFFLSLVAVPAAAPVCQPKSATNGQPPAPAPTPTPRLSISSRATVVARMEGTSQGGLQTVMKWKTVVAIFVVVVVYLVTGGLVFRALEQPFESSQKNTIALEKAEFLRDHVCVSPQELETLIQHALDADNAGVSPIGNSSNNSSHWDLGSAFFFAGTVITTIGYGNIAPSTEGGKIFCILYAIFGIPLFGFLLAGIGDQLGTIFGKSIARVEKVFRKKQVSQTKIRVISTILFILAGCIVFVTIPAVIFKYIEGWTALESIYFVVVTLTTVGFGDFVAGGNAGINYREWYKPLVWFWILVGLAYFAAVLSMIGDWLRVLSKKTKEEVGEIKAHAAEWKANVTAEFRETRRRLSVEIHDKLQRAATIRSMERRRLGLDQRAHSLDMLSPEKRSVFAALDTGRFKASSQESINNRPNNLRLKGPEQLNKHGQGASEDNIINKFGSTSRLTKRKNKDLKKTLPEDVQKIYKTFRNYSLDEEKKEEETEKMCNSDNSS.... The pIC50 is 5.1. (4) The compound is CC(c1ccc2[nH]c(=O)sc2c1)c1ccn(-c2ccccn2)n1. The target protein (P42261) has sequence MQHIFAFFCTGFLGAVVGANFPNNIQIGGLFPNQQSQEHAAFRFALSQLTEPPKLLPQIDIVNISDSFEMTYRFCSQFSKGVYAIFGFYERRTVNMLTSFCGALHVCFITPSFPVDTSNQFVLQLRPELQDALISIIDHYKWQKFVYIYDADRGLSVLQKVLDTAAEKNWQVTAVNILTTTEEGYRMLFQDLEKKKERLVVVDCESERLNAILGQIIKLEKNGIGYHYILANLGFMDIDLNKFKESGANVTGFQLVNYTDTIPAKIMQQWKNSDARDHTRVDWKRPKYTSALTYDGVKVMAEAFQSLRRQRIDISRRGNAGDCLANPAVPWGQGIDIQRALQQVRFEGLTGNVQFNEKGRRTNYTLHVIEMKHDGIRKIGYWNEDDKFVPAATDAQAGGDNSSVQNRTYIVTTILEDPYVMLKKNANQFEGNDRYEGYCVELAAEIAKHVGYSYRLEIVSDGKYGARDPDTKAWNGMVGELVYGRADVAVAPLTITLVRE.... The pIC50 is 6.9. (5) The small molecule is CCn1nc(/C=C/c2ccccc2)nc2c(=O)n(C)c(=O)nc1-2. The target protein (P9WHH9) has sequence MTHYDVVVLGAGPGGYVAAIRAAQLGLSTAIVEPKYWGGVCLNVGCIPSKALLRNAELVHIFTKDAKAFGISGEVTFDYGIAYDRSRKVAEGRVAGVHFLMKKNKITEIHGYGTFADANTLLVDLNDGGTESVTFDNAIIATGSSTRLVPGTSLSANVVTYEEQILSRELPKSIIIAGAGAIGMEFGYVLKNYGVDVTIVEFLPRALPNEDADVSKEIEKQFKKLGVTILTATKVESIADGGSQVTVTVTKDGVAQELKAEKVLQAIGFAPNVEGYGLDKAGVALTDRKAIGVDDYMRTNVGHIYAIGDVNGLLQLAHVAEAQGVVAAETIAGAETLTLGDHRMLPRATFCQPNVASFGLTEQQARNEGYDVVVAKFPFTANAKAHGVGDPSGFVKLVADAKHGELLGGHLVGHDVAELLPELTLAQRWDLTASELARNVHTHPTMSEALQECFHGLVGHMINF. The pIC50 is 7.4. (6) The small molecule is C[C@@H](N)[C@H]1CC[C@H](C(=O)Nc2ccncc2)CC1. The target protein sequence is MGNAAAAKKGSEQESVKEFLAKAKEDFLKKWENPAQNTAHLDQFERIKTIGTGSFGRVMLVKHMETGNHYAMKILDKQKVVKLKQIEHTLNEKRILQAVNFPFLVKLEFSFKDNSNLYMVMEYVPGGEMFSHLRRIGRFSEPHARFYAAQIVLTFEYLHSLDLIYRDLKPENLLIDQQGYIQVTDFGFAKRVKGRTWTLCGTPEYLAPEIILSKGYNKAVDWWALGVLIYEMAAGYPPFFADQPIQIYEKIVSGKVRFPSHFSSDLKDLLRNLLQVDLTKRFGNLKNGVNDIKNHKWFATTDWIAIYQRKVEAPFIPKFKGPGDTSNFDDYEEEEIRVSINEKCGKEFSEF. The pIC50 is 4.5. (7) The compound is O=C(NCCN1CCCCC1)P(=O)(O)O. The target protein (P00915) has sequence MASPDWGYDDKNGPEQWSKLYPIANGNNQSPVDIKTSETKHDTSLKPISVSYNPATAKEIINVGHSFHVNFEDNDNRSVLKGGPFSDSYRLFQFHFHWGSTNEHGSEHTVDGVKYSAELHVAHWNSAKYSSLAEAASKADGLAVIGVLMKVGEANPKLQKVLDALQAIKTKGKRAPFTNFDPSTLLPSSLDFWTYPGSLTHPPLYESVTWIICKESISVSSEQLAQFRSLLSNVEGDNAVPMQHNNRPTQPLKGRTVRASF. The pIC50 is 5.1. (8) The drug is O=C(O)c1ccnc(-c2cc(C(=O)NCCc3ccccc3)ccn2)c1. The target protein sequence is MAGVGPGGYAAEFVPPPECPVFEPSWEEFTDPLSFIGRIRPLAEKTGICKIRPPKDWQPPFACEVKSFRFTPRVQRLNELEAMTRVRLDFLDQLAKFWELQGSTLKIPVVERKILDLYALSKIVASKGGFEMVTKEKKWSKVGSRLGYLPGKGTGSLLKSHYERILYPYELFQSGVSLMGVQMPNLDLKEKVEPEVLSTDTQTSPEPGTRMNILPKRTRRVKTQSESGDVSRNTELKKLQIFGAGPKVVGLAMGTKDKEDEVTRRRKVTNRSDAFNMQMRQRKGTLSVNFVDLYVCMFCGRGNNEDKLLLCDGCDDSYHTFCLIPPLPDVPKGDWRCPKCVAEECSKPREAFGFEQAVREYTLQSFGEMADNFKSDYFNMPVHMVPTELVEKEFWRLVSSIEEDVIVEYGADISSKDFGSGFPVKDGRRKILPEEEEYALSGWNLNNMPVLEQSVLAHINVDISGMKVPWLYVGMCFSSFCWHIEDHWSYSINYLHWGEP.... The pIC50 is 4.7. (9) The small molecule is C[C@@H](NC(=O)c1cnn2ccc(N3CCC[C@@H]3c3cncc(F)c3)nc12)C1CC1. The target protein sequence is ISSDYELLSDPTPGALAPRDGLWNGAQLYACQDPTIFEERHLKYISQLGKGNFGSVELCRYDPLGDNTGALVAVKQLQHSGPDQQRDFQREIQILKALHSDFIVKYRGVSYGPGRQSLRLVMEYLPSGCLRDFLQRHRARLDASRLLLYSSQICKGMEYLGSRRCVHRDLAARNILVESEAHVKIADFGLAKLLPLDKDYYVVREPGQSPIFWYAPESLSDNIFSRQSDVWSFGVVLYELFTYCDKSCSPSAEFLRMMGCERDVPALCRLLELLEEGQRLPAPPACPAEVHELMKLCWAPSPQDRPSFSALGPQLDMLWSGSRGCETHAFTAHPEGKHHSLSFS. The pIC50 is 6.0.